From a dataset of NCI-60 drug combinations with 297,098 pairs across 59 cell lines. Regression. Given two drug SMILES strings and cell line genomic features, predict the synergy score measuring deviation from expected non-interaction effect. (1) Drug 1: C1=C(C(=O)NC(=O)N1)F. Drug 2: C1C(C(OC1N2C=NC3=C(N=C(N=C32)Cl)N)CO)O. Cell line: RPMI-8226. Synergy scores: CSS=65.3, Synergy_ZIP=-9.13, Synergy_Bliss=-22.3, Synergy_Loewe=-25.0, Synergy_HSA=-24.8. (2) Drug 1: CC12CCC3C(C1CCC2O)C(CC4=C3C=CC(=C4)O)CCCCCCCCCS(=O)CCCC(C(F)(F)F)(F)F. Drug 2: CC12CCC3C(C1CCC2OP(=O)(O)O)CCC4=C3C=CC(=C4)OC(=O)N(CCCl)CCCl.[Na+]. Cell line: 786-0. Synergy scores: CSS=3.12, Synergy_ZIP=-0.595, Synergy_Bliss=1.80, Synergy_Loewe=0.968, Synergy_HSA=0.698.